This data is from Experimentally validated miRNA-target interactions with 360,000+ pairs, plus equal number of negative samples. The task is: Binary Classification. Given a miRNA mature sequence and a target amino acid sequence, predict their likelihood of interaction. (1) The miRNA is hsa-miR-6799-3p with sequence UGCCCUGCAUGGUGUCCCCACAG. The protein sequence of the target gene is MADPEVCCFITKILCAHGGRMALDALLQEIALSEPQLCEVLQVAGPDRFVVLETGGEAGITRSVVATTRARVCRRKYCQRPCDNLHLCKLNLLGRCNYSQSERNLCKYSHEVLSEENFKVLKNHELSGLNKEELAVLLLQSDPFFMPEICKSYKGEGRQQICNQQPPCSRLHICDHFTRGNCRFPNCLRSHNLMDRKVLAIMREHGLNPDVVQNIQDICNSKHMQKNPPGPRAPSSHRRNMAYRARSKSRDRFFQGSQEFLASASASAERSCTPSPDQISHRASLEDAPVDDLTRKFTYL.... Result: 0 (no interaction). (2) The miRNA is hsa-miR-6807-5p with sequence GUGAGCCAGUGGAAUGGAGAGG. The protein sequence of the target gene is MSNPFAHLAEPLDPVQPGKKFFNLNKLEDSRYGRLPFSIRVLLEAAIRNCDEFLVKKQDIENILHWNVTQHKNIEVPFKPARVILQDFTGVPAVVDFAAMRDAVKKLGGDPEKINPVCPADLVIDHSIQVDFNRRADSLQKNQDLEFERNRERFEFLKWGSQAFHNMRIIPPGSGIIHQVNLEYLARVVFDQDGYYYPDSLVGTDSHTTMIDGLGILGWGVGGIEAEAVMLGQPISMVLPQVIGYRLMGKPHPLVTSTDIVLTITKHLRQVGVVGKFVEFFGPGVAQLSIADRATIANMC.... Result: 1 (interaction). (3) The miRNA is mmu-miR-191-5p with sequence CAACGGAAUCCCAAAAGCAGCUG. The protein sequence of the target gene is MNSDQVTLVGQVFESYVSEYHKNDILLILKERDEDAHYPVVVNAMTLFETNMEIGEYFNMFPSEVLTIFDSALRRSALTILQSLSQPEAVSMKQNLHARISGLPVCPELVREHIPKTKDVGHFLSVTGTVIRTSLVKVLEFERDYMCNKCKHVFVIKADFEQYYTFCRPSSCPSLESCDSSKFTCLSGLSSSPTRCRDYQEIKIQEQVQRLSVGSIPRSMKVILEDDLVDSCKSGDDLTIYGIVMQRWKPFQQDVRCEVEIVLKANYIQVNNEQSSGIIMDEEVQKEFEDFWEYYKSDPF.... Result: 0 (no interaction).